From a dataset of Forward reaction prediction with 1.9M reactions from USPTO patents (1976-2016). Predict the product of the given reaction. (1) The product is: [F:1][C:2]1[CH:3]=[C:4]2[C:9](=[CH:10][CH:11]=1)[N:8]=[C:7]([C:12]1[CH:17]=[CH:16][CH:15]=[CH:14][C:13]=1[O:18][C:39](=[O:40])[CH2:38][N:36]([C:29]([O:31][C:32]([CH3:34])([CH3:33])[CH3:35])=[O:30])[CH3:37])[N:6]([CH2:19][CH2:20][C:21]1[CH:26]=[CH:25][CH:24]=[C:23]([F:27])[CH:22]=1)[C:5]2=[O:28]. Given the reactants [F:1][C:2]1[CH:3]=[C:4]2[C:9](=[CH:10][CH:11]=1)[N:8]=[C:7]([C:12]1[CH:17]=[CH:16][CH:15]=[CH:14][C:13]=1[OH:18])[N:6]([CH2:19][CH2:20][C:21]1[CH:26]=[CH:25][CH:24]=[C:23]([F:27])[CH:22]=1)[C:5]2=[O:28].[C:29]([N:36]([CH2:38][C:39](O)=[O:40])[CH3:37])([O:31][C:32]([CH3:35])([CH3:34])[CH3:33])=[O:30], predict the reaction product. (2) Given the reactants [H-].[Na+].[NH:3]1[CH:7]=[CH:6][N:5]=[N:4]1.Cl[CH2:9][O:10][CH2:11][CH2:12][Si:13]([CH3:16])([CH3:15])[CH3:14], predict the reaction product. The product is: [CH3:14][Si:13]([CH3:16])([CH3:15])[CH2:12][CH2:11][O:10][CH2:9][N:3]1[CH:7]=[CH:6][N:5]=[N:4]1. (3) Given the reactants C(O[C:9](=O)[N:10]([CH2:12][CH2:13][O:14][C:15]1[CH:20]=[CH:19][CH:18]=[CH:17][C:16]=1[C:21]1([NH:24][C:25]2[C:30](=[O:31])[N:29]([C:32]3[CH:37]=[C:36]([C:38](=[O:43])[NH:39][CH:40]4[CH2:42][CH2:41]4)[CH:35]=[C:34]([F:44])[C:33]=3[CH3:45])[CH:28]=[C:27](Br)[N:26]=2)[CH2:23][CH2:22]1)C)C1C=CC=CC=1.C([O-])=O.[NH4+], predict the reaction product. The product is: [CH:40]1([NH:39][C:38](=[O:43])[C:36]2[CH:37]=[C:32]([N:29]3[CH:28]=[CH:27][N:26]=[C:25]([NH:24][C:21]4([C:16]5[CH:17]=[CH:18][CH:19]=[CH:20][C:15]=5[O:14][CH2:13][CH2:12][NH:10][CH3:9])[CH2:23][CH2:22]4)[C:30]3=[O:31])[C:33]([CH3:45])=[C:34]([F:44])[CH:35]=2)[CH2:42][CH2:41]1. (4) Given the reactants [CH:1]1([C:4]2[N:9]3[N:10]=[CH:11][C:12]([C:13]([OH:15])=O)=[C:8]3[N:7]=[C:6]([C:16]3[CH:21]=[CH:20][C:19]([C:22]([F:25])([F:24])[F:23])=[CH:18][CH:17]=3)[CH:5]=2)[CH2:3][CH2:2]1.O[NH:27][C:28]([C:30]1[S:31][C:32]([S:35](=[O:38])(=[O:37])[NH2:36])=[CH:33][CH:34]=1)=[NH:29], predict the reaction product. The product is: [CH:1]1([C:4]2[N:9]3[N:10]=[CH:11][C:12]([C:13]4[O:15][N:29]=[C:28]([C:30]5[S:31][C:32]([S:35]([NH2:36])(=[O:38])=[O:37])=[CH:33][CH:34]=5)[N:27]=4)=[C:8]3[N:7]=[C:6]([C:16]3[CH:17]=[CH:18][C:19]([C:22]([F:25])([F:23])[F:24])=[CH:20][CH:21]=3)[CH:5]=2)[CH2:3][CH2:2]1. (5) Given the reactants [CH2:1]([C:11](=[CH2:15])[C:12]([NH2:14])=[O:13])[CH2:2][CH2:3][CH2:4][CH2:5][CH2:6][CH2:7][CH2:8][CH2:9][CH3:10].[C:16]([NH2:20])(=[O:19])[CH:17]=[CH2:18], predict the reaction product. The product is: [CH2:1]([C:11](=[CH2:15])[C:12]([NH2:14])=[O:13])[CH2:2][CH2:3][CH2:4][CH2:5][CH2:6][CH2:7][CH2:8][CH2:9][CH3:10].[C:16]([NH2:20])(=[O:19])[CH:17]=[CH2:18]. (6) The product is: [CH3:25][N:22]1[C:21](=[O:26])[CH:20]=[N:19][N:18]([CH2:17][CH2:16][CH2:15][CH2:14][N:11]2[CH2:10][CH2:9][NH:8][CH2:13][CH2:12]2)[C:23]1=[O:24]. Given the reactants C([N:8]1[CH2:13][CH2:12][N:11]([CH2:14][CH2:15][CH2:16][CH2:17][N:18]2[C:23](=[O:24])[N:22]([CH3:25])[C:21](=[O:26])[CH:20]=[N:19]2)[CH2:10][CH2:9]1)C1C=CC=CC=1, predict the reaction product. (7) The product is: [OH:1][CH2:2][C:3]1([CH2:9][NH:10][C:11]([NH:21][NH2:22])=[S:19])[CH2:8][CH2:7][S:6][CH2:5][CH2:4]1. Given the reactants [OH:1][CH2:2][C:3]1([CH2:9][NH:10][C:11](=[S:19])OC2C=CC=CC=2)[CH2:8][CH2:7][S:6][CH2:5][CH2:4]1.O.[NH2:21][NH2:22], predict the reaction product. (8) Given the reactants [NH:1]1[CH2:6][CH2:5][O:4][CH2:3][CH2:2]1.[O:7]=[C:8]1[C:16](=[C:17]2[CH:26]=[CH:25][C:24]3[C:19](=[CH:20][CH:21]=[C:22]([O:27][CH2:28][C:29](O)=[O:30])[CH:23]=3)[NH:18]2)[C:15]2[C:10](=[CH:11][CH:12]=[CH:13][CH:14]=2)[NH:9]1.ON1C2C=CC=CC=2N=N1.Cl.C(N=C=NCCCN(C)C)C, predict the reaction product. The product is: [N:1]1([C:29](=[O:30])[CH2:28][O:27][C:22]2[CH:23]=[C:24]3[C:19](=[CH:20][CH:21]=2)[NH:18][C:17](=[C:16]2[C:15]4[C:10](=[CH:11][CH:12]=[CH:13][CH:14]=4)[NH:9][C:8]2=[O:7])[CH:26]=[CH:25]3)[CH2:6][CH2:5][O:4][CH2:3][CH2:2]1. (9) Given the reactants [CH3:1][C:2]([NH2:6])([C:4]#[CH:5])[CH3:3].[CH:7]1([C:10](O)=[O:11])[CH2:9][CH2:8]1, predict the reaction product. The product is: [CH3:1][C:2]([NH:6][C:10]([CH:7]1[CH2:9][CH2:8]1)=[O:11])([C:4]#[CH:5])[CH3:3]. (10) The product is: [C:1]([O:5][C:6](=[O:20])[NH:7][C:8]1[CH:13]=[C:12]([CH3:14])[C:11]([C:15]([F:18])([F:17])[F:16])=[CH:10][C:9]=1[NH:19][C:26](=[O:25])[CH2:27][C:28](=[O:40])[C:29]1[CH:34]=[CH:33][CH:32]=[C:31]([N:35]2[CH:39]=[N:38][CH:37]=[N:36]2)[CH:30]=1)([CH3:4])([CH3:2])[CH3:3]. Given the reactants [C:1]([O:5][C:6](=[O:20])[NH:7][C:8]1[CH:13]=[C:12]([CH3:14])[C:11]([C:15]([F:18])([F:17])[F:16])=[CH:10][C:9]=1[NH2:19])([CH3:4])([CH3:3])[CH3:2].C([O:25][C:26](=O)[CH2:27][C:28](=[O:40])[C:29]1[CH:34]=[CH:33][CH:32]=[C:31]([N:35]2[CH:39]=[N:38][CH:37]=[N:36]2)[CH:30]=1)(C)(C)C, predict the reaction product.